Dataset: Reaction yield outcomes from USPTO patents with 853,638 reactions. Task: Predict the reaction yield, written as a fraction of the theoretical maximum amount of product (1.0 means a 100% yield; for example, 0.34 means a 34% yield). (1) The reactants are [C:1]([C:5]1[CH:52]=[CH:51][C:8]([CH2:9][NH:10][C:11]([C:13]2[CH:18]=[CH:17][N:16]=[C:15]([C:19]3[CH:24]=[C:23]([N:25]4[CH2:30][CH2:29][CH2:28][CH2:27][CH2:26]4)[CH:22]=[CH:21][C:20]=3[NH:31][C:32]([C:34]3[CH:35]=[C:36]([CH:48]=[CH:49][CH:50]=3)[CH2:37][S:38][CH2:39][CH2:40][C:41]([O:43]C(C)(C)C)=[O:42])=[O:33])[CH:14]=2)=[O:12])=[CH:7][CH:6]=1)([CH3:4])([CH3:3])[CH3:2].FC(F)(F)C(O)=O. The catalyst is ClCCl. The product is [C:1]([C:5]1[CH:6]=[CH:7][C:8]([CH2:9][NH:10][C:11]([C:13]2[CH:18]=[CH:17][N:16]=[C:15]([C:19]3[CH:24]=[C:23]([N:25]4[CH2:30][CH2:29][CH2:28][CH2:27][CH2:26]4)[CH:22]=[CH:21][C:20]=3[NH:31][C:32]([C:34]3[CH:35]=[C:36]([CH:48]=[CH:49][CH:50]=3)[CH2:37][S:38][CH2:39][CH2:40][C:41]([OH:43])=[O:42])=[O:33])[CH:14]=2)=[O:12])=[CH:51][CH:52]=1)([CH3:4])([CH3:2])[CH3:3]. The yield is 0.460. (2) The reactants are C1(=O)[N:5]([CH2:6][CH2:7][CH2:8][CH2:9][O:10][C:11]2[CH:16]=[C:15]([Br:17])[CH:14]=[C:13]([Br:18])[CH:12]=2)C(=O)C2=CC=CC=C12.O.NN.Cl. The catalyst is C(O)C. The product is [Br:17][C:15]1[CH:16]=[C:11]([CH:12]=[C:13]([Br:18])[CH:14]=1)[O:10][CH2:9][CH2:8][CH2:7][CH2:6][NH2:5]. The yield is 0.780. (3) The reactants are [O:1]1[CH:5]=[CH:4][N:3]=[CH:2]1.[Li]CCCC.ClC([C:14]1[CH:19]=[CH:18][CH:17]=[CH:16][C:15]=1[CH:20]([CH3:23])[C:21]#[N:22])=O.C1C[O:27][CH2:26]C1. The catalyst is CCOC(C)=O.[Cl-].[Cl-].[Zn+2].[Cu]I. The product is [O:1]1[CH:5]=[CH:4][N:3]=[C:2]1[C:26]([C:17]1[CH:16]=[C:15]([CH:20]([CH3:23])[C:21]#[N:22])[CH:14]=[CH:19][CH:18]=1)=[O:27]. The yield is 0.740. (4) The reactants are [CH2:1]([C:3]([C:17]1[CH:30]=[CH:29][C:20]([O:21][CH2:22][C:23](=[O:28])[C:24]([CH3:27])([CH3:26])[CH3:25])=[C:19]([CH3:31])[CH:18]=1)([C:6]1[S:10][C:9]2[CH:11]=[CH:12][C:13]([O:15]C)=[CH:14][C:8]=2[CH:7]=1)[CH2:4][CH3:5])[CH3:2].B(Br)(Br)Br. The catalyst is C(Cl)Cl. The product is [CH2:1]([C:3]([C:17]1[CH:30]=[CH:29][C:20]([O:21][CH2:22][C:23](=[O:28])[C:24]([CH3:25])([CH3:27])[CH3:26])=[C:19]([CH3:31])[CH:18]=1)([C:6]1[S:10][C:9]2[CH:11]=[CH:12][C:13]([OH:15])=[CH:14][C:8]=2[CH:7]=1)[CH2:4][CH3:5])[CH3:2]. The yield is 0.500. (5) The reactants are [CH2:1]([O:8][C:9]([N:11]1[CH2:16][CH2:15][CH:14]([S:17][C:18]2[CH:23]=[CH:22][C:21]([Br:24])=[CH:20][CH:19]=2)[CH2:13][CH2:12]1)=[O:10])[C:2]1[CH:7]=[CH:6][CH:5]=[CH:4][CH:3]=1.B1([O-])OO1.[OH2:29].[OH2:30].O.O.[Na+]. The catalyst is CC(O)=O. The product is [CH2:1]([O:8][C:9]([N:11]1[CH2:16][CH2:15][CH:14]([S:17]([C:18]2[CH:19]=[CH:20][C:21]([Br:24])=[CH:22][CH:23]=2)(=[O:30])=[O:29])[CH2:13][CH2:12]1)=[O:10])[C:2]1[CH:3]=[CH:4][CH:5]=[CH:6][CH:7]=1. The yield is 0.930. (6) The reactants are [O:1]=[C:2]1[C:10]2[C:5](=[CH:6][C:7]([O:23][CH2:24][CH2:25][CH2:26][CH2:27][CH3:28])=[C:8]([O:11][CH2:12][C:13]3[CH:14]=[C:15]([CH:20]=[CH:21][CH:22]=3)[C:16]([O:18]C)=[O:17])[CH:9]=2)[CH2:4][CH2:3]1.CO.[OH-].[Na+].O. The catalyst is C(Cl)Cl. The product is [O:1]=[C:2]1[C:10]2[C:5](=[CH:6][C:7]([O:23][CH2:24][CH2:25][CH2:26][CH2:27][CH3:28])=[C:8]([O:11][CH2:12][C:13]3[CH:14]=[C:15]([CH:20]=[CH:21][CH:22]=3)[C:16]([OH:18])=[O:17])[CH:9]=2)[CH2:4][CH2:3]1. The yield is 0.680.